From a dataset of Reaction yield outcomes from USPTO patents with 853,638 reactions. Predict the reaction yield, written as a fraction of the theoretical maximum amount of product (1.0 means a 100% yield; for example, 0.34 means a 34% yield). (1) The reactants are [I-].[CH2:2]([N+:6]1([CH3:15])[CH:14]2[CH:9]([CH2:10][CH2:11][CH2:12][CH2:13]2)[CH2:8][CH2:7]1)[CH2:3][CH2:4][CH3:5].[OH2:16]. No catalyst specified. The product is [OH-:16].[CH2:2]([N+:6]1([CH3:15])[CH:14]2[CH:9]([CH2:10][CH2:11][CH2:12][CH2:13]2)[CH2:8][CH2:7]1)[CH2:3][CH2:4][CH3:5]. The yield is 0.870. (2) The reactants are [CH2:1]([N:3]1[CH:12]=[C:11]([C:13]([OH:15])=O)[C:10]2[C:5](=[CH:6][C:7]([O:16][CH3:17])=[CH:8][CH:9]=2)[C:4]1=[O:18])[CH3:2].[CH2:19]([NH2:23])[CH2:20][CH2:21][CH3:22].C(N(CC)CC)C. The catalyst is O=S(Cl)Cl. The product is [CH2:19]([NH:23][C:13]([C:11]1[C:10]2[C:5](=[CH:6][C:7]([O:16][CH3:17])=[CH:8][CH:9]=2)[C:4](=[O:18])[N:3]([CH2:1][CH3:2])[CH:12]=1)=[O:15])[CH2:20][CH2:21][CH3:22]. The yield is 0.546. (3) The reactants are C[O:2][C:3]([C:5]1[CH:15]=[CH:14][C:8]2[O:9][C:10]([F:13])([F:12])[O:11][C:7]=2[CH:6]=1)=O.[H-].[Al+3].[Li+].[H-].[H-].[H-].O.[OH-].[Na+]. The catalyst is O1CCCC1. The product is [F:13][C:10]1([F:12])[O:9][C:8]2[CH:14]=[CH:15][C:5]([CH2:3][OH:2])=[CH:6][C:7]=2[O:11]1. The yield is 0.760. (4) The reactants are [Cl:1][C:2]1[C:3]([C:18]#[N:19])=[CH:4][C:5]2[N:6]([C:8]([S:14](O)(=[O:16])=[O:15])=[C:9]([CH:11]([CH3:13])[CH3:12])[N:10]=2)[CH:7]=1.C(N(CC)CC)C.P(Cl)(Cl)([Cl:29])=O.O. The catalyst is ClC(Cl)C. The product is [Cl:1][C:2]1[C:3]([C:18]#[N:19])=[CH:4][C:5]2[N:6]([C:8]([S:14]([Cl:29])(=[O:16])=[O:15])=[C:9]([CH:11]([CH3:13])[CH3:12])[N:10]=2)[CH:7]=1. The yield is 0.750. (5) The reactants are [NH2:1][C:2]1[C:3]([F:16])=[C:4]([NH:9][S:10](CCC)(=[O:12])=[O:11])[CH:5]=[CH:6][C:7]=1[F:8].C(=O)([O-])[O-].[K+].[K+].[N:23]1(S(Cl)(=O)=O)[CH2:27][CH2:26][CH2:25][CH2:24]1.[OH-].[Na+].Cl. The catalyst is CN(C=O)C.O. The product is [NH2:1][C:2]1[C:3]([F:16])=[C:4]([NH:9][S:10]([N:23]2[CH2:27][CH2:26][CH2:25][CH2:24]2)(=[O:11])=[O:12])[CH:5]=[CH:6][C:7]=1[F:8]. The yield is 0.660.